From a dataset of Reaction yield outcomes from USPTO patents with 853,638 reactions. Predict the reaction yield, written as a fraction of the theoretical maximum amount of product (1.0 means a 100% yield; for example, 0.34 means a 34% yield). (1) The yield is 0.540. The catalyst is CN(C)C(=O)C. The product is [S:36]([O:1][C:2]1[CH:10]=[CH:9][C:8]([C:11]2[N:12]([C:27]([O:29][C:30]([CH3:31])([CH3:33])[CH3:32])=[O:28])[C:13]3[C:18]([CH:19]=2)=[CH:17][C:16]([CH2:20][N:21]2[CH2:26][CH2:25][CH2:24][CH2:23][CH2:22]2)=[CH:15][CH:14]=3)=[C:7]2[C:3]=1[CH2:4][NH:5][C:6]2=[O:34])(=[O:38])(=[O:37])[NH2:39]. The reactants are [OH:1][C:2]1[CH:10]=[CH:9][C:8]([C:11]2[N:12]([C:27]([O:29][C:30]([CH3:33])([CH3:32])[CH3:31])=[O:28])[C:13]3[C:18]([CH:19]=2)=[CH:17][C:16]([CH2:20][N:21]2[CH2:26][CH2:25][CH2:24][CH2:23][CH2:22]2)=[CH:15][CH:14]=3)=[C:7]2[C:3]=1[CH2:4][NH:5][C:6]2=[O:34].Cl[S:36]([NH2:39])(=[O:38])=[O:37].O. (2) The reactants are [C:1]([C:3]1[CH:8]=[CH:7][C:6]([NH:9][C:10](=[O:38])[CH2:11][C:12]2[CH:17]=[CH:16][C:15]([C:18]3[CH:19]=[N:20][C:21]([O:27]CC4C=CC(OC)=CC=4)=[C:22]([O:24][CH2:25][CH3:26])[CH:23]=3)=[CH:14][C:13]=2[F:37])=[CH:5][C:4]=1[C:39]([F:42])([F:41])[F:40])#[N:2].Cl. No catalyst specified. The product is [C:1]([C:3]1[CH:8]=[CH:7][C:6]([NH:9][C:10](=[O:38])[CH2:11][C:12]2[CH:17]=[CH:16][C:15]([C:18]3[CH:23]=[C:22]([O:24][CH2:25][CH3:26])[C:21](=[O:27])[NH:20][CH:19]=3)=[CH:14][C:13]=2[F:37])=[CH:5][C:4]=1[C:39]([F:41])([F:42])[F:40])#[N:2]. The yield is 0.247. (3) The reactants are C(OC([N:8]1[CH2:13][CH2:12][N:11]([S:14]([CH3:17])(=[O:16])=[O:15])[C@@H:10]([CH3:18])[CH2:9]1)=O)(C)(C)C.[ClH:19]. The catalyst is ClCCl.C(OCC)C. The product is [ClH:19].[CH3:17][S:14]([N:11]1[CH2:12][CH2:13][NH:8][CH2:9][C@@H:10]1[CH3:18])(=[O:15])=[O:16]. The yield is 0.820.